Dataset: Full USPTO retrosynthesis dataset with 1.9M reactions from patents (1976-2016). Task: Predict the reactants needed to synthesize the given product. (1) Given the product [Cl:27][C:23]1[CH:22]=[C:21]([S:18]([NH:17][C:15]2[CH:14]=[C:13]([CH3:36])[N:12]=[C:11]3[S:10][CH:9]=[C:8]([C:4]4[CH:5]=[CH:6][CH:7]=[C:2]([N:89]5[CH2:93][CH2:92][CH2:91][CH2:90]5)[CH:3]=4)[C:16]=23)(=[O:20])=[O:19])[CH:26]=[CH:25][CH:24]=1, predict the reactants needed to synthesize it. The reactants are: Br[C:2]1[CH:3]=[C:4]([C:8]2[C:16]3[C:11](=[N:12][C:13]([CH3:36])=[CH:14][C:15]=3[N:17](COCC[Si](C)(C)C)[S:18]([C:21]3[CH:26]=[CH:25][CH:24]=[C:23]([Cl:27])[CH:22]=3)(=[O:20])=[O:19])[S:10][CH:9]=2)[CH:5]=[CH:6][CH:7]=1.C1C=CC(P(C2C(C3C(P(C4C=CC=CC=4)C4C=CC=CC=4)=CC=C4C=3C=CC=C4)=C3C(C=CC=C3)=CC=2)C2C=CC=CC=2)=CC=1.CC(C)([O-])C.[Na+].[NH:89]1[CH2:93][CH2:92][CH2:91][CH2:90]1.C(O)(C(F)(F)F)=O. (2) The reactants are: C(OC(=O)[NH:7][CH2:8][CH2:9][O:10][C:11]1[CH:12]=[C:13]([C:25]2[NH:26][CH:27]=[CH:28][CH:29]=2)[C:14]2[C:15](=[O:24])[NH:16][C:17]3[C:22]=2[C:21]=1[C:20]([F:23])=[CH:19][CH:18]=3)(C)(C)C.FC(F)(F)C(O)=O. Given the product [NH2:7][CH2:8][CH2:9][O:10][C:11]1[CH:12]=[C:13]([C:25]2[NH:26][CH:27]=[CH:28][CH:29]=2)[C:14]2[C:15](=[O:24])[NH:16][C:17]3[C:22]=2[C:21]=1[C:20]([F:23])=[CH:19][CH:18]=3, predict the reactants needed to synthesize it. (3) Given the product [C@H:1]12[CH2:30][C@H:4]([N:5]([C:7]3[N:12]=[C:11]([CH:13]4[CH2:15][C:14]4([F:16])[F:17])[N:10]=[C:9]([C:18]4[CH:19]=[C:20]([O:26][CH:27]([F:28])[F:29])[C:21]([NH2:24])=[N:22][CH:23]=4)[CH:8]=3)[CH2:6]1)[CH2:3][O:2]2, predict the reactants needed to synthesize it. The reactants are: [C@H:1]12[CH2:30][C@H:4]([N:5]([C:7]3[N:12]=[C:11]([CH:13]4[CH2:15][C:14]4([F:17])[F:16])[N:10]=[C:9]([C:18]4[CH:19]=[C:20]([O:26][CH:27]([F:29])[F:28])[C:21]([NH2:24]=O)=[N:22][CH:23]=4)[CH:8]=3)[CH2:6]1)[CH2:3][O:2]2.ClP(Cl)Cl. (4) Given the product [CH3:6][C:5]1[N:7]([CH:8]([CH:10]2[CH2:15][CH2:14][O:13][CH2:12][CH2:11]2)[CH3:9])[C:21]2[C:16]([C:4]=1[C:3]([O:2][CH3:1])=[O:23])=[CH:17][CH:18]=[CH:19][CH:20]=2, predict the reactants needed to synthesize it. The reactants are: [CH3:1][O:2][C:3](=[O:23])/[C:4](/[C:16]1[CH:21]=[CH:20][CH:19]=[CH:18][C:17]=1Br)=[C:5](\[NH:7][CH:8]([CH:10]1[CH2:15][CH2:14][O:13][CH2:12][CH2:11]1)[CH3:9])/[CH3:6].C[O-].[Na+].C1(P(C2CCCCC2)C2CCCCC2)CCCCC1. (5) Given the product [C:11]1([S:8]([C:5]2[CH:6]=[CH:7][C:2]([C:21]3[CH:20]=[C:19]([Cl:18])[CH:24]=[CH:23][C:22]=3[O:28][CH3:29])=[C:3]([F:17])[CH:4]=2)(=[O:10])=[O:9])[CH:16]=[CH:15][CH:14]=[CH:13][CH:12]=1, predict the reactants needed to synthesize it. The reactants are: Br[C:2]1[CH:7]=[CH:6][C:5]([S:8]([C:11]2[CH:16]=[CH:15][CH:14]=[CH:13][CH:12]=2)(=[O:10])=[O:9])=[CH:4][C:3]=1[F:17].[Cl:18][C:19]1[CH:20]=[CH:21][C:22]([O:28][CH3:29])=[C:23](B(O)O)[CH:24]=1.